From a dataset of Retrosynthesis with 50K atom-mapped reactions and 10 reaction types from USPTO. Predict the reactants needed to synthesize the given product. (1) Given the product N#Cc1cccc(CNCCO)c1, predict the reactants needed to synthesize it. The reactants are: N#Cc1cccc(CBr)c1.NCCO. (2) Given the product Cc1cn(-c2ccc(C(=O)N3Cc4cccn4Cc4ccccc43)c(C(F)(F)F)c2)cn1, predict the reactants needed to synthesize it. The reactants are: Cc1c[nH]cn1.O=C(c1ccc(F)cc1C(F)(F)F)N1Cc2cccn2Cc2ccccc21. (3) Given the product CC(C)(O)CC(=O)N[C@H]1CC[C@H](CCN2CCC(c3cccc4c3CCO4)CC2)CC1, predict the reactants needed to synthesize it. The reactants are: CC(C)(O)CC(=O)O.N[C@H]1CC[C@H](CCN2CCC(c3cccc4c3CCO4)CC2)CC1.